From a dataset of Catalyst prediction with 721,799 reactions and 888 catalyst types from USPTO. Predict which catalyst facilitates the given reaction. Reactant: C(OC([N:8]1[C:16]2[C:11](=[CH:12][C:13]([O:18][CH3:19])=[CH:14][C:15]=2[Br:17])[CH2:10][CH2:9]1)=O)(C)(C)C.Cl.CCOCC.O.[OH-].[Na+]. Product: [Br:17][C:15]1[CH:14]=[C:13]([O:18][CH3:19])[CH:12]=[C:11]2[C:16]=1[NH:8][CH2:9][CH2:10]2. The catalyst class is: 275.